From a dataset of Full USPTO retrosynthesis dataset with 1.9M reactions from patents (1976-2016). Predict the reactants needed to synthesize the given product. (1) Given the product [CH2:10]=[CH:11][C:12]([NH:14][C:15]([CH2:18][O:19][C:4]([CH:3]([C:2]([F:9])([F:8])[F:1])[F:7])([F:6])[F:5])([CH3:17])[CH3:16])=[O:13], predict the reactants needed to synthesize it. The reactants are: [F:1][C:2]([F:9])([F:8])[C:3]([F:7])=[C:4]([F:6])[F:5].[CH2:10]=[CH:11][C:12]([NH:14][C:15]([CH2:18][OH:19])([CH3:17])[CH3:16])=[O:13].C([O-])([O-])=O.[Cs+].[Cs+]. (2) Given the product [CH:2]([C:5]1[CH:10]=[C:9]([C:11]([F:12])([F:13])[F:14])[CH:8]=[CH:7][C:6]=1[C:15]([OH:16])=[O:23])([CH3:3])[CH3:4], predict the reactants needed to synthesize it. The reactants are: [I-].[CH:2]([C:5]1[CH:10]=[C:9]([C:11]([F:14])([F:13])[F:12])[CH:8]=[CH:7][C:6]=1[C:15]1[O:16]CC(C)(C)[N+]=1C)([CH3:4])[CH3:3].[OH-:23].[Na+].Cl. (3) Given the product [CH3:1][C:2]1([CH2:9][NH2:10])[CH2:8][CH2:7][CH2:6][CH2:5][CH2:4][CH2:3]1, predict the reactants needed to synthesize it. The reactants are: [CH3:1][C:2]1([C:9]#[N:10])[CH2:8][CH2:7][CH2:6][CH2:5][CH2:4][CH2:3]1.[H-].[Al+3].[Li+].[H-].[H-].[H-]. (4) Given the product [CH2:10]([O:6][C:5](=[O:8])[CH2:4][C@H:3]([CH2:2][F:1])[CH2:7][Br:9])[CH3:11], predict the reactants needed to synthesize it. The reactants are: [F:1][CH2:2][C@@H:3]1[CH2:7][O:6][C:5](=[O:8])[CH2:4]1.[BrH:9].[CH2:10](O)[CH3:11]. (5) Given the product [ClH:11].[CH2:12]([O:9][C:8]([C@H:5]1[CH2:6][CH2:7][C@@H:2]([NH2:1])[CH2:3][CH2:4]1)=[O:10])[CH3:13], predict the reactants needed to synthesize it. The reactants are: [NH2:1][C@H:2]1[CH2:7][CH2:6][C@@H:5]([C:8]([OH:10])=[O:9])[CH2:4][CH2:3]1.[ClH:11].[CH3:12][CH2:13]O. (6) The reactants are: ClC1C=CC2S[CH:7]=[C:8]([CH2:9][N:10]3[CH2:14][CH2:13][N:12]([C:15]4[S:16][C:17]([C:21]([OH:23])=O)=[C:18]([CH3:20])[N:19]=4)[C:11]3=[O:24])[C:4]=2C=1.[CH:27]1([CH2:30][N:31]2[CH2:35][CH2:34][N:33](C3SC(C(O)=O)=C(C)N=3)C2=O)[CH2:29][CH2:28]1.N1C=CC=C(CN)C=1. Given the product [CH:8]1([CH2:9][N:10]2[CH2:14][CH2:13][N:12]([C:15]3[S:16][C:17]([C:21]([NH:33][CH2:34][C:35]4[CH:29]=[CH:28][CH:27]=[CH:30][N:31]=4)=[O:23])=[C:18]([CH3:20])[N:19]=3)[C:11]2=[O:24])[CH2:7][CH2:4]1, predict the reactants needed to synthesize it. (7) Given the product [OH:11][C@@H:3]1[CH2:4][C:5]2[C:10](=[CH:9][CH:8]=[CH:7][CH:6]=2)[C@H:2]1[NH:1][C:12](=[O:17])[CH2:13][CH2:14][CH:15]=[CH2:16], predict the reactants needed to synthesize it. The reactants are: [NH2:1][C@@H:2]1[C:10]2[C:5](=[CH:6][CH:7]=[CH:8][CH:9]=2)[CH2:4][C@H:3]1[OH:11].[C:12](O)(=[O:17])[CH2:13][CH2:14][CH:15]=[CH2:16].CCOC(C)=O.CCCCCC.